This data is from Forward reaction prediction with 1.9M reactions from USPTO patents (1976-2016). The task is: Predict the product of the given reaction. (1) The product is: [Si:1]([O:18][C:19]1[CH:27]=[C:26]2[C:22]([C:23]([CH2:28][CH3:29])=[N:24][N:25]2[C:42]([O:41][C:38]([CH3:40])([CH3:39])[CH3:37])=[O:43])=[CH:21][CH:20]=1)([C:14]([CH3:17])([CH3:16])[CH3:15])([C:2]1[CH:7]=[CH:6][CH:5]=[CH:4][CH:3]=1)[C:8]1[CH:9]=[CH:10][CH:11]=[CH:12][CH:13]=1. Given the reactants [Si:1]([O:18][C:19]1[CH:27]=[C:26]2[C:22]([C:23]([CH2:28][CH3:29])=[N:24][NH:25]2)=[CH:21][CH:20]=1)([C:14]([CH3:17])([CH3:16])[CH3:15])([C:8]1[CH:13]=[CH:12][CH:11]=[CH:10][CH:9]=1)[C:2]1[CH:7]=[CH:6][CH:5]=[CH:4][CH:3]=1.C(N(CC)CC)C.[CH3:37][C:38]([O:41][C:42](O[C:42]([O:41][C:38]([CH3:40])([CH3:39])[CH3:37])=[O:43])=[O:43])([CH3:40])[CH3:39], predict the reaction product. (2) Given the reactants [CH:1]1([N:6]2[C:10]3[N:11]=[C:12]([NH:15][C:16]4[N:21]=[CH:20][C:19]([N:22]5[CH2:27][CH2:26][N:25](C(OC(C)(C)C)=O)[CH2:24][CH2:23]5)=[CH:18][CH:17]=4)[N:13]=[CH:14][C:9]=3[C:8]3[CH:35]=[CH:36][C:37](=[O:40])[N:38]([CH3:39])[C:7]2=3)[CH2:5][CH2:4][CH2:3][CH2:2]1.Cl.CO.C(OCC)C, predict the reaction product. The product is: [CH:1]1([N:6]2[C:10]3[N:11]=[C:12]([NH:15][C:16]4[CH:17]=[CH:18][C:19]([N:22]5[CH2:23][CH2:24][NH:25][CH2:26][CH2:27]5)=[CH:20][N:21]=4)[N:13]=[CH:14][C:9]=3[C:8]3[CH:35]=[CH:36][C:37](=[O:40])[N:38]([CH3:39])[C:7]2=3)[CH2:2][CH2:3][CH2:4][CH2:5]1. (3) Given the reactants [C:1]([C:3]1[CH:4]=[CH:5][C:6]([OH:13])=[C:7]([CH:12]=1)[C:8]([O:10][CH3:11])=[O:9])#[N:2].Br[CH2:15][CH2:16][O:17][CH3:18].C([O-])([O-])=O.[K+].[K+], predict the reaction product. The product is: [C:1]([C:3]1[CH:4]=[CH:5][C:6]([O:13][CH2:15][CH2:16][O:17][CH3:18])=[C:7]([CH:12]=1)[C:8]([O:10][CH3:11])=[O:9])#[N:2]. (4) Given the reactants [NH:1]1[C:9]2[CH:8]=[CH:7][CH:6]=[C:5]([C:10]([O:12][CH3:13])=[O:11])[C:4]=2[CH:3]=[CH:2]1.[C:14]1([CH2:20][CH2:21][C:22](Cl)=[O:23])[CH:19]=[CH:18][CH:17]=[CH:16][CH:15]=1.[Cl-].[Al+3].[Cl-].[Cl-].[OH-].[Na+], predict the reaction product. The product is: [C:14]1([CH2:20][CH2:21][C:22]([C:3]2[C:4]3[C:5]([C:10]([O:12][CH3:13])=[O:11])=[CH:6][CH:7]=[CH:8][C:9]=3[NH:1][CH:2]=2)=[O:23])[CH:19]=[CH:18][CH:17]=[CH:16][CH:15]=1.